Dataset: Forward reaction prediction with 1.9M reactions from USPTO patents (1976-2016). Task: Predict the product of the given reaction. (1) Given the reactants [CH2:1]1[C:10]2[C:5]3=[C:6]([CH2:11][CH2:12][C:13](=[O:14])[N:4]3[CH2:3][CH2:2]1)[CH:7]=[CH:8][CH:9]=2.[Br:15][CH2:16][CH2:17][CH2:18][CH2:19][CH2:20][C:21](Cl)=[O:22], predict the reaction product. The product is: [Br:15][CH2:16][CH2:17][CH2:18][CH2:19][CH2:20][C:21]([C:8]1[CH:9]=[C:10]2[C:5]3=[C:6]([CH2:11][CH2:12][C:13](=[O:14])[N:4]3[CH2:3][CH2:2][CH2:1]2)[CH:7]=1)=[O:22]. (2) Given the reactants [CH3:1][O:2][C:3]1[C:11]([CH3:12])=[CH:10][C:6]2=[N:7][O:8][N:9]=[C:5]2[CH:4]=1.BrN1C(=[O:19])CCC1=O.C(=O)([O-])[O-].[Ca+2].O, predict the reaction product. The product is: [OH:19][CH2:12][C:11]1[C:3]([O:2][CH3:1])=[CH:4][C:5]2[C:6]([CH:10]=1)=[N:7][O:8][N:9]=2. (3) Given the reactants [CH3:1][C:2]1[N:7]=[C:6]([C:8]2[N:13]=[CH:12][C:11]3[CH:14]=[N:15][N:16]([C:17]4[N:22]=[C:21]([N:23]5[CH2:28][CH2:27][N:26](C(OC(C)(C)C)=O)[CH2:25][CH2:24]5)[CH:20]=[CH:19][CH:18]=4)[C:10]=3[CH:9]=2)[CH:5]=[N:4][CH:3]=1.Cl, predict the reaction product. The product is: [CH3:1][C:2]1[N:7]=[C:6]([C:8]2[N:13]=[CH:12][C:11]3[CH:14]=[N:15][N:16]([C:17]4[CH:18]=[CH:19][CH:20]=[C:21]([N:23]5[CH2:28][CH2:27][NH:26][CH2:25][CH2:24]5)[N:22]=4)[C:10]=3[CH:9]=2)[CH:5]=[N:4][CH:3]=1. (4) Given the reactants [N:1]1(C(OC(C)(C)C)=O)[CH2:5][CH2:4][CH2:3][CH:2]1[C:6]([O:8][C:9]1[CH:14]=[CH:13][CH:12]=[CH:11][CH:10]=1)=[O:7].FC(F)(F)C(O)=O, predict the reaction product. The product is: [NH:1]1[CH2:5][CH2:4][CH2:3][CH:2]1[C:6]([O:8][C:9]1[CH:14]=[CH:13][CH:12]=[CH:11][CH:10]=1)=[O:7].